Dataset: Reaction yield outcomes from USPTO patents with 853,638 reactions. Task: Predict the reaction yield, written as a fraction of the theoretical maximum amount of product (1.0 means a 100% yield; for example, 0.34 means a 34% yield). (1) The reactants are [CH:1]1[CH:2]=[C:3]([CH2:6][NH:7][C:8]2[C:13]([C:14]([OH:16])=O)=[CH:12][C:11]([S:17]([NH2:20])(=[O:19])=[O:18])=[C:10]([Cl:21])[CH:9]=2)[O:4][CH:5]=1.[CH2:22]([NH2:24])[CH3:23].ON1C2C=CC=CC=2N=N1.Cl.C(N=C=NCCCN(C)C)C. The catalyst is CN(C=O)C.C(OCC)(=O)C. The product is [CH2:22]([NH:24][C:14](=[O:16])[C:13]1[CH:12]=[C:11]([S:17]([NH2:20])(=[O:19])=[O:18])[C:10]([Cl:21])=[CH:9][C:8]=1[NH:7][CH2:6][C:3]1[O:4][CH:5]=[CH:1][CH:2]=1)[CH3:23]. The yield is 0.900. (2) The reactants are [O:1]1[C:9]2[C:4](=[N:5][CH:6]=[C:7]([OH:10])[CH:8]=2)[O:3][CH2:2]1.C([Mg]Cl)(C)C.[F:16][C:17]([F:36])([F:35])[C:18]1[O:22][C:21]([CH2:23][N:24]2[C:32]3[C:27](=[CH:28][CH:29]=[CH:30][CH:31]=3)[C:26](=[O:33])[C:25]2=[O:34])=[CH:20][CH:19]=1. The catalyst is O1CCCC1. The product is [OH:33][C:26]1([C:6]2[N:5]=[C:4]3[O:3][CH2:2][O:1][C:9]3=[CH:8][C:7]=2[OH:10])[C:27]2[C:32](=[CH:31][CH:30]=[CH:29][CH:28]=2)[N:24]([CH2:23][C:21]2[O:22][C:18]([C:17]([F:35])([F:16])[F:36])=[CH:19][CH:20]=2)[C:25]1=[O:34]. The yield is 0.730. (3) The reactants are [N:1]1[CH:6]=[CH:5][CH:4]=[CH:3][C:2]=1[C:7]1[CH:11]=[C:10]([C:12]2[O:16][N:15]=[C:14]([C:17]3[CH:22]=[CH:21][C:20]([CH3:23])=[CH:19][CH:18]=3)[N:13]=2)[O:9][N:8]=1.[I:24]N1C(=O)CCC1=O. The catalyst is C(#N)C. The product is [I:24][C:11]1[C:7]([C:2]2[CH:3]=[CH:4][CH:5]=[CH:6][N:1]=2)=[N:8][O:9][C:10]=1[C:12]1[O:16][N:15]=[C:14]([C:17]2[CH:22]=[CH:21][C:20]([CH3:23])=[CH:19][CH:18]=2)[N:13]=1. The yield is 0.760. (4) The reactants are [CH:1]([N:4]1[CH2:9][CH2:8][N:7]([C:10]2[CH:18]=[CH:17][C:16]([N+:19]([O-])=O)=[C:15]3[C:11]=2[CH2:12][N:13]([CH3:23])[C:14]3=[O:22])[CH2:6][CH2:5]1)([CH3:3])[CH3:2].Cl.[OH-].[Na+]. The catalyst is C(O)C.[Fe]. The product is [NH2:19][C:16]1[CH:17]=[CH:18][C:10]([N:7]2[CH2:6][CH2:5][N:4]([CH:1]([CH3:3])[CH3:2])[CH2:9][CH2:8]2)=[C:11]2[C:15]=1[C:14](=[O:22])[N:13]([CH3:23])[CH2:12]2. The yield is 0.830. (5) The reactants are C([CH:9]([O:16][C:17]([NH:19][CH2:20][C:21]1([CH2:27][C:28]([OH:30])=[O:29])[CH2:26][CH2:25][CH2:24][CH2:23][CH2:22]1)=[O:18])[C:10]1[CH:15]=[CH:14][CH:13]=[CH:12][CH:11]=1)(=O)C1C=CC=CC=1.[CH:31]1[CH:36]=[C:35](Cl)[CH:34]=[C:33]([C:38]([O:40]O)=[O:39])[CH:32]=1.C([O-])(O)=O.[Na+].C(O)(=O)CC(CC(O)=O)(C(O)=O)O. The catalyst is C(Cl)Cl. The product is [C:38]([O:40][CH:9]([O:16][C:17]([NH:19][CH2:20][C:21]1([CH2:27][C:28]([OH:30])=[O:29])[CH2:22][CH2:23][CH2:24][CH2:25][CH2:26]1)=[O:18])[C:10]1[CH:11]=[CH:12][CH:13]=[CH:14][CH:15]=1)(=[O:39])[C:33]1[CH:34]=[CH:35][CH:36]=[CH:31][CH:32]=1. The yield is 0.490.